From a dataset of Full USPTO retrosynthesis dataset with 1.9M reactions from patents (1976-2016). Predict the reactants needed to synthesize the given product. (1) Given the product [Cl:1][C:2]1[CH:3]=[C:4]([NH:13][CH:14]([CH3:18])[CH2:15][O:16][CH3:17])[C:5]([CH3:12])=[C:6]([CH:11]=1)[C:7]([OH:9])=[O:8], predict the reactants needed to synthesize it. The reactants are: [Cl:1][C:2]1[CH:3]=[C:4]([NH:13][CH:14]([CH3:18])[CH2:15][O:16][CH3:17])[C:5]([CH3:12])=[C:6]([CH:11]=1)[C:7]([O:9]C)=[O:8].[OH-].[Na+]. (2) Given the product [C:1]([O:5][C:6]([N:8]1[CH2:13][CH2:12][C:11](=[C:14]([C:26]2[CH:31]=[CH:30][CH:29]=[CH:28][CH:27]=2)[C:15]2[CH:16]=[N:17][CH:18]=[C:19]([CH2:21][OH:41])[CH:20]=2)[CH2:10][CH2:9]1)=[O:7])([CH3:3])([CH3:2])[CH3:4], predict the reactants needed to synthesize it. The reactants are: [C:1]([O:5][C:6]([N:8]1[CH2:13][CH2:12][C:11](=[C:14]([C:26]2[CH:31]=[CH:30][CH:29]=[CH:28][CH:27]=2)[C:15]2[CH:16]=[N:17][CH:18]=[C:19]([CH2:21]CC(O)=O)[CH:20]=2)[CH2:10][CH2:9]1)=[O:7])([CH3:4])([CH3:3])[CH3:2].[H-].[H-].[H-].[H-].[Li+].[Al+3].C1C[O:41]CC1. (3) The reactants are: [Cl:1][C:2]1[CH:7]=[CH:6][C:5]([S:8]([NH:11][CH2:12][CH2:13][NH:14][C:15]([C:17]2[C:25]3[N:24]=[C:23]([C:26]4[S:27][CH:28]=[CH:29][CH:30]=4)[NH:22][C:21]=3[C:20]([O:31]C)=[CH:19][CH:18]=2)=[O:16])(=[O:10])=[O:9])=[CH:4][CH:3]=1.B(Br)(Br)Br. Given the product [Cl:1][C:2]1[CH:7]=[CH:6][C:5]([S:8]([NH:11][CH2:12][CH2:13][NH:14][C:15]([C:17]2[C:25]3[N:24]=[C:23]([C:26]4[S:27][CH:28]=[CH:29][CH:30]=4)[NH:22][C:21]=3[C:20]([OH:31])=[CH:19][CH:18]=2)=[O:16])(=[O:9])=[O:10])=[CH:4][CH:3]=1, predict the reactants needed to synthesize it. (4) Given the product [F:2][C:3]1[CH:4]=[C:5]([CH:17]=[CH:18][C:19]=1[F:20])[CH2:6][NH:7][C:8](=[O:16])[CH:9]=[C:10]1[CH2:15][CH2:14][N:13]([CH2:27][CH2:26][C:25]2[CH:29]=[CH:30][C:22]([F:21])=[CH:23][CH:24]=2)[CH2:12][CH2:11]1, predict the reactants needed to synthesize it. The reactants are: Cl.[F:2][C:3]1[CH:4]=[C:5]([CH:17]=[CH:18][C:19]=1[F:20])[CH2:6][NH:7][C:8](=[O:16])[CH:9]=[C:10]1[CH2:15][CH2:14][NH:13][CH2:12][CH2:11]1.[F:21][C:22]1[CH:30]=[CH:29][C:25]([CH2:26][CH2:27]Br)=[CH:24][CH:23]=1. (5) Given the product [F:1][C:2]1[CH:3]=[CH:4][C:5]([C:8]2[C:16]3[C:11](=[N:12][CH:13]=[C:14]([NH:17][C:32]([C:29]4[NH:28][N:27]=[C:26]([CH3:25])[C:30]=4[CH3:31])=[O:33])[CH:15]=3)[NH:10][N:9]=2)=[CH:6][CH:7]=1, predict the reactants needed to synthesize it. The reactants are: [F:1][C:2]1[CH:7]=[CH:6][C:5]([C:8]2[C:16]3[C:11](=[N:12][CH:13]=[C:14]([NH2:17])[CH:15]=3)[NH:10][N:9]=2)=[CH:4][CH:3]=1.C(N(CC)CC)C.[CH3:25][C:26]1[C:30]([CH3:31])=[C:29]([C:32](O)=[O:33])[NH:28][N:27]=1.F[P-](F)(F)(F)(F)F.N1(OC(N(C)C)=[N+](C)C)C2N=CC=CC=2N=N1.